Dataset: Forward reaction prediction with 1.9M reactions from USPTO patents (1976-2016). Task: Predict the product of the given reaction. (1) Given the reactants [C:1]([C:3]1[CH:4]=[C:5]([S:9]([NH:12][CH2:13][CH2:14][NH:15][C:16](=[O:22])[O:17][C:18]([CH3:21])([CH3:20])[CH3:19])(=[O:11])=[O:10])[CH:6]=[CH:7][CH:8]=1)#[N:2].[H][H], predict the reaction product. The product is: [NH2:2][CH2:1][C:3]1[CH:4]=[C:5]([S:9]([NH:12][CH2:13][CH2:14][NH:15][C:16](=[O:22])[O:17][C:18]([CH3:20])([CH3:19])[CH3:21])(=[O:10])=[O:11])[CH:6]=[CH:7][CH:8]=1. (2) Given the reactants [Br:1][C:2]1[CH:7]=[CH:6][C:5]([O:8]C)=[CH:4][CH:3]=1.[Cl-].[Al+3].[Cl-].[Cl-].[C:14]1([C:20](Cl)=[O:21])[CH2:19][CH2:18][CH2:17][CH2:16][CH:15]=1, predict the reaction product. The product is: [Br:1][C:2]1[CH:3]=[CH:4][C:5]([OH:8])=[C:6]([C:20]([C:14]2[CH2:19][CH2:18][CH2:17][CH2:16][CH:15]=2)=[O:21])[CH:7]=1.